From a dataset of Reaction yield outcomes from USPTO patents with 853,638 reactions. Predict the reaction yield, written as a fraction of the theoretical maximum amount of product (1.0 means a 100% yield; for example, 0.34 means a 34% yield). (1) The reactants are [CH:1]([NH:4][C:5]([C:7]1[C:15]2[C:10](=[N:11][CH:12]=[C:13]([C:16]3[C:24]4[C:19](=[CH:20][C:21]([F:26])=[CH:22][C:23]=4[F:25])[N:18]([CH3:27])[N:17]=3)[N:14]=2)[N:9](COCC[Si](C)(C)C)[CH:8]=1)=[O:6])([CH3:3])[CH3:2].C(O)(C(F)(F)F)=O. The catalyst is C(Cl)Cl. The product is [CH:1]([NH:4][C:5]([C:7]1[C:15]2[C:10](=[N:11][CH:12]=[C:13]([C:16]3[C:24]4[C:19](=[CH:20][C:21]([F:26])=[CH:22][C:23]=4[F:25])[N:18]([CH3:27])[N:17]=3)[N:14]=2)[NH:9][CH:8]=1)=[O:6])([CH3:3])[CH3:2]. The yield is 0.820. (2) The reactants are Br[C:2]1[CH:3]=[C:4]2[C:10]([C:11]3[CH:12]=[CH:13][C:14]([OH:17])=[N:15][CH:16]=3)=[CH:9][NH:8][C:5]2=[N:6][CH:7]=1.[CH3:18][O:19][C:20]1[CH:21]=[C:22](B(O)O)[CH:23]=[CH:24][C:25]=1[O:26][CH3:27].C(#N)C.C(=O)([O-])[O-].[Na+].[Na+]. The catalyst is O.Cl[Pd-2](Cl)(P(C1C=CC=CC=1)(C1C=CC=CC=1)C1C=CC=CC=1)P(C1C=CC=CC=1)(C1C=CC=CC=1)C1C=CC=CC=1. The product is [CH3:18][O:19][C:20]1[CH:21]=[C:22]([C:2]2[CH:3]=[C:4]3[C:10]([C:11]4[CH:12]=[CH:13][C:14]([OH:17])=[N:15][CH:16]=4)=[CH:9][NH:8][C:5]3=[N:6][CH:7]=2)[CH:23]=[CH:24][C:25]=1[O:26][CH3:27]. The yield is 0.340.